The task is: Predict the reaction yield, written as a fraction of the theoretical maximum amount of product (1.0 means a 100% yield; for example, 0.34 means a 34% yield).. This data is from Reaction yield outcomes from USPTO patents with 853,638 reactions. The reactants are [CH2:1]([C@@H:8]1[C@@H:16]([CH2:17][C:18]2[CH:23]=[CH:22][CH:21]=[CH:20][CH:19]=2)[C@H:15]([CH3:24])[O:14][C:13](=[O:25])[C@@H:12]([NH:26][C:27](=[O:37])[C:28]2[C:33]([OH:34])=[C:32]([O:35][CH3:36])[CH:31]=[CH:30][N:29]=2)[CH2:11][O:10][CH2:9]1)[C:2]1[CH:7]=[CH:6][CH:5]=[CH:4][CH:3]=1.C(=O)([O-])[O-].[K+].[K+].[C:44]([O:47][CH2:48]Br)(=[O:46])[CH3:45]. The catalyst is CC(C)=O. The product is [C:44]([O:47][CH2:48][O:34][C:33]1[C:28]([C:27](=[O:37])[NH:26][C@H:12]2[CH2:11][O:10][CH2:9][C@H:8]([CH2:1][C:2]3[CH:3]=[CH:4][CH:5]=[CH:6][CH:7]=3)[C@@H:16]([CH2:17][C:18]3[CH:19]=[CH:20][CH:21]=[CH:22][CH:23]=3)[C@H:15]([CH3:24])[O:14][C:13]2=[O:25])=[N:29][CH:30]=[CH:31][C:32]=1[O:35][CH3:36])(=[O:46])[CH3:45]. The yield is 0.640.